This data is from Reaction yield outcomes from USPTO patents with 853,638 reactions. The task is: Predict the reaction yield, written as a fraction of the theoretical maximum amount of product (1.0 means a 100% yield; for example, 0.34 means a 34% yield). The reactants are Br[C:2]1[CH:6]=[C:5]([N:7]([CH2:11][CH:12]2[CH2:14][CH2:13]2)[CH2:8][CH2:9][CH3:10])[S:4][C:3]=1[CH:15]=O.[ClH:17].O[NH3+:19].[OH-].[Na+]. The catalyst is CN1C(=O)CCC1. The product is [Cl:17][C:2]1[CH:6]=[C:5]([N:7]([CH2:11][CH:12]2[CH2:14][CH2:13]2)[CH2:8][CH2:9][CH3:10])[S:4][C:3]=1[C:15]#[N:19]. The yield is 0.110.